Task: Predict the reaction yield, written as a fraction of the theoretical maximum amount of product (1.0 means a 100% yield; for example, 0.34 means a 34% yield).. Dataset: Reaction yield outcomes from USPTO patents with 853,638 reactions (1) The reactants are [OH-].[Na+].[F:3][CH2:4][C:5]1[O:9][N:8]=[C:7]([C:10]([O:12]CC)=[O:11])[CH:6]=1. The catalyst is C(O)C. The product is [F:3][CH2:4][C:5]1[O:9][N:8]=[C:7]([C:10]([OH:12])=[O:11])[CH:6]=1. The yield is 0.630. (2) The reactants are [Br:1][C:2]1[CH:3]=[CH:4][C:5]([N+:9]([O-:11])=[O:10])=[C:6]([NH2:8])[CH:7]=1.[C:12](Cl)(=[O:14])[CH3:13].C(=O)([O-])[O-].[K+].[K+]. No catalyst specified. The product is [Br:1][C:2]1[CH:3]=[CH:4][C:5]([N+:9]([O-:11])=[O:10])=[C:6]([NH:8][C:12](=[O:14])[CH3:13])[CH:7]=1. The yield is 0.700. (3) The reactants are Br[CH2:2][C:3]1[C:11]2[O:10][CH:9]=[CH:8][C:7]=2[CH:6]=[C:5]([N+:12]([O-:14])=[O:13])[CH:4]=1.[C@H:15]12[CH2:21][C@H:18]([NH:19][CH2:20]1)[CH2:17][N:16]2[C:22]([O:24][C:25]([CH3:28])([CH3:27])[CH3:26])=[O:23]. No catalyst specified. The product is [N+:12]([C:5]1[CH:4]=[C:3]([CH2:2][N:19]2[CH2:20][C@@H:15]3[CH2:21][C@H:18]2[CH2:17][N:16]3[C:22]([O:24][C:25]([CH3:28])([CH3:27])[CH3:26])=[O:23])[C:11]2[O:10][CH:9]=[CH:8][C:7]=2[CH:6]=1)([O-:14])=[O:13]. The yield is 0.790. (4) The reactants are C(O[CH:4](OCC)[CH:5]1[C:14]2([CH2:19][CH2:18][N:17](C(OC(C)(C)C)=O)[CH2:16][CH2:15]2)[O:13][C:12]2[C:7](=[CH:8][C:9]([F:27])=[CH:10][CH:11]=2)[C:6]1=O)C.[ClH:32].[NH2:33][N:34]([CH2:42][CH3:43])C(=O)OC(C)(C)C. The catalyst is C(O)C. The product is [ClH:32].[CH2:42]([N:34]1[C:6]2[C:7]3[CH:8]=[C:9]([F:27])[CH:10]=[CH:11][C:12]=3[O:13][C:14]3([CH2:15][CH2:16][NH:17][CH2:18][CH2:19]3)[C:5]=2[CH:4]=[N:33]1)[CH3:43]. The yield is 0.820.